From a dataset of Forward reaction prediction with 1.9M reactions from USPTO patents (1976-2016). Predict the product of the given reaction. Given the reactants Br[C:2]1[CH:7]=[C:6]([Br:8])[C:5]([F:9])=[CH:4][C:3]=1[F:10].C([Li])CCC.[CH:16](=[O:23])[C:17]1[CH:22]=[CH:21][CH:20]=[N:19][CH:18]=1.[Cl-].[NH4+], predict the reaction product. The product is: [Br:8][C:6]1[C:5]([F:9])=[CH:4][C:3]([F:10])=[C:2]([CH:16]([C:17]2[CH:18]=[N:19][CH:20]=[CH:21][CH:22]=2)[OH:23])[CH:7]=1.